Dataset: Full USPTO retrosynthesis dataset with 1.9M reactions from patents (1976-2016). Task: Predict the reactants needed to synthesize the given product. (1) Given the product [Cl:23][C:22]1[C:17]([NH:16][CH2:15][C:12]2[N:13]=[CH:14][C:9]([OH:8])=[C:10]([O:27][CH3:28])[C:11]=2[CH3:26])=[N:18][C:19]([CH3:25])=[N:20][C:21]=1[CH3:24], predict the reactants needed to synthesize it. The reactants are: C([O:8][C:9]1[C:10]([O:27][CH3:28])=[C:11]([CH3:26])[C:12]([CH2:15][NH:16][C:17]2[C:22]([Cl:23])=[C:21]([CH3:24])[N:20]=[C:19]([CH3:25])[N:18]=2)=[N:13][CH:14]=1)C1C=CC=CC=1.Cl.[OH-].[Na+]. (2) Given the product [NH2:14][C:15]1[C:23]([Cl:24])=[CH:22][C:21]([O:25][C:26]([F:29])([F:27])[F:28])=[CH:20][C:16]=1[C:17]([NH:13][NH:12][C:5]1[CH:6]=[C:7]([C:8]#[N:9])[CH:10]=[CH:11][C:4]=1[S:3][CH2:1][CH3:2])=[O:18], predict the reactants needed to synthesize it. The reactants are: [CH2:1]([S:3][C:4]1[CH:11]=[CH:10][C:7]([C:8]#[N:9])=[CH:6][C:5]=1[NH:12][NH2:13])[CH3:2].[NH2:14][C:15]1[C:23]([Cl:24])=[CH:22][C:21]([O:25][C:26]([F:29])([F:28])[F:27])=[CH:20][C:16]=1[C:17](O)=[O:18].BrC1C(C)=CC(C(NNC2C=C(Cl)C=CC=2SCC)=O)=C([N+]([O-])=O)C=1.C1C=CC2N(O)N=NC=2C=1. (3) Given the product [ClH:8].[C:11]([C:10]([NH:9][C:77](=[O:78])[C@H:73]([CH:74]([CH3:76])[CH3:75])[CH2:72][C@H:50]([OH:49])[C@@H:51]([NH2:47])[CH2:52][C@@H:53]([CH:69]([CH3:71])[CH3:70])[CH2:54][C:55]1[CH:60]=[CH:59][C:58]([O:61][CH3:62])=[C:57]([O:63][CH2:64][CH2:65][CH2:66][O:67][CH3:68])[CH:56]=1)([CH3:15])[CH3:14])(=[O:12])[NH2:13], predict the reactants needed to synthesize it. The reactants are: CN1CCOCC1.[ClH:8].[NH2:9][C:10]([CH3:15])([CH3:14])[C:11]([NH2:13])=[O:12].F[P-](F)(F)(F)(F)F.N1(OC(N(C)C)=[N+](C)C)C2C=CC=CC=2N=N1.C(OC([N:47]1[C@@H:51]([CH2:52][C@@H:53]([CH:69]([CH3:71])[CH3:70])[CH2:54][C:55]2[CH:60]=[CH:59][C:58]([O:61][CH3:62])=[C:57]([O:63][CH2:64][CH2:65][CH2:66][O:67][CH3:68])[CH:56]=2)[C@H:50]([CH2:72][C@H:73]([C:77](O)=[O:78])[CH:74]([CH3:76])[CH3:75])[O:49]C1(C)C)=O)(C)(C)C. (4) Given the product [S:15]1[C:16]2[CH:22]=[CH:21][CH:20]=[CH:19][C:17]=2[N:18]=[C:14]1[N:1]1[CH2:4][CH:3]([NH:5][C:6](=[O:12])[O:7][C:8]([CH3:9])([CH3:11])[CH3:10])[CH2:2]1, predict the reactants needed to synthesize it. The reactants are: [NH:1]1[CH2:4][CH:3]([NH:5][C:6](=[O:12])[O:7][C:8]([CH3:11])([CH3:10])[CH3:9])[CH2:2]1.Cl[C:14]1[S:15][C:16]2[CH:22]=[CH:21][CH:20]=[CH:19][C:17]=2[N:18]=1.[H-].[Na+]. (5) Given the product [CH:1]([C:4]1[C:12]2[C:7](=[CH:8][CH:9]=[C:10]([O:13][C:14]3[C:19]([CH3:20])=[CH:18][C:17]([NH:21][CH2:22][C:23]([OH:25])=[O:24])=[CH:16][C:15]=3[CH3:28])[CH:11]=2)[NH:6][CH:5]=1)([CH3:3])[CH3:2], predict the reactants needed to synthesize it. The reactants are: [CH:1]([C:4]1[C:12]2[C:7](=[CH:8][CH:9]=[C:10]([O:13][C:14]3[C:19]([CH3:20])=[CH:18][C:17]([NH:21][CH2:22][C:23]([O:25]CC)=[O:24])=[CH:16][C:15]=3[CH3:28])[CH:11]=2)[NH:6][CH:5]=1)([CH3:3])[CH3:2].Cl. (6) Given the product [F:1][C:2]1[C:7]([C:8](=[O:11])[CH2:9][CH3:10])=[CH:6][CH:5]=[CH:4][N:3]=1, predict the reactants needed to synthesize it. The reactants are: [F:1][C:2]1[C:7]([CH:8]([OH:11])[CH2:9][CH3:10])=[CH:6][CH:5]=[CH:4][N:3]=1.CS(C)=O.C(N(CC)CC)C. (7) Given the product [CH2:1]([O:8][C:9]1[CH:14]=[CH:13][C:12]([CH2:15][CH2:16][NH:17][C:18](=[O:29])[C:19]([C:22]2[CH:23]=[CH:24][C:25]([CH3:28])=[CH:26][CH:27]=2)=[CH:20][O:21][CH:35]([F:37])[F:36])=[CH:11][C:10]=1[O:30][CH3:31])[C:2]1[CH:3]=[CH:4][CH:5]=[CH:6][CH:7]=1, predict the reactants needed to synthesize it. The reactants are: [CH2:1]([O:8][C:9]1[CH:14]=[CH:13][C:12]([CH2:15][CH2:16][NH:17][C:18](=[O:29])[C:19]([C:22]2[CH:27]=[CH:26][C:25]([CH3:28])=[CH:24][CH:23]=2)=[CH:20][OH:21])=[CH:11][C:10]=1[O:30][CH3:31])[C:2]1[CH:7]=[CH:6][CH:5]=[CH:4][CH:3]=1.[OH-].[K+].Cl[CH:35]([F:37])[F:36].Cl. (8) Given the product [Br:1][C:2]1[CH:3]=[N:4][C:5]2[N:6]([N:8]=[C:9]([C:11]([N:16]3[CH2:17][CH2:18][C:19]4[C:24](=[CH:23][CH:22]=[C:21]([C:25]([F:26])([F:27])[F:28])[CH:20]=4)[N:15]3[CH3:14])=[O:13])[CH:10]=2)[CH:7]=1, predict the reactants needed to synthesize it. The reactants are: [Br:1][C:2]1[CH:3]=[N:4][C:5]2[N:6]([N:8]=[C:9]([C:11]([OH:13])=O)[CH:10]=2)[CH:7]=1.[CH3:14][N:15]1[C:24]2[C:19](=[CH:20][C:21]([C:25]([F:28])([F:27])[F:26])=[CH:22][CH:23]=2)[CH2:18][CH2:17][NH:16]1. (9) Given the product [CH3:28][C:22]1[CH:23]=[C:24]([CH3:27])[CH:25]=[CH:26][C:21]=1[N:18]1[C:12]2[C:13](=[O:17])[N:14]([CH3:16])[N:15]=[C:10]([O:6][CH2:1][C:2]([CH3:5])([CH3:4])[CH3:3])[C:11]=2[CH:20]=[CH:19]1, predict the reactants needed to synthesize it. The reactants are: [CH2:1]([OH:6])[C:2]([CH3:5])([CH3:4])[CH3:3].[H-].[Na+].Cl[C:10]1[C:11]2[CH:20]=[CH:19][N:18]([C:21]3[CH:26]=[CH:25][C:24]([CH3:27])=[CH:23][C:22]=3[CH3:28])[C:12]=2[C:13](=[O:17])[N:14]([CH3:16])[N:15]=1. (10) Given the product [C:18]([O:17][C:15]([NH:14][C:12]1[S:13][C:7]2[C:8](=[N:9][CH:10]=[C:5]([CH:3]3[CH2:4][N:1]([CH3:28])[CH2:2]3)[CH:6]=2)[C:11]=1[C:22]([O:24][CH3:25])=[O:23])=[O:16])([CH3:21])([CH3:20])[CH3:19], predict the reactants needed to synthesize it. The reactants are: [NH:1]1[CH2:4][CH:3]([C:5]2[CH:6]=[C:7]3[S:13][C:12]([NH:14][C:15]([O:17][C:18]([CH3:21])([CH3:20])[CH3:19])=[O:16])=[C:11]([C:22]([O:24][CH3:25])=[O:23])[C:8]3=[N:9][CH:10]=2)[CH2:2]1.C=O.[C:28](O[BH-](OC(=O)C)OC(=O)C)(=O)C.[Na+].